Dataset: Forward reaction prediction with 1.9M reactions from USPTO patents (1976-2016). Task: Predict the product of the given reaction. (1) The product is: [F:57][C:54]1[CH:55]=[CH:56][C:47]([CH2:44][C:43]([O:42][C:38]([CH3:41])([CH3:40])[CH3:39])=[O:45])=[C:48]2[C:53]=1[CH:52]=[N:51][CH:50]=[CH:49]2. Given the reactants C(N)(C)C.[Li]CCCC.C1(P(C2CCCCC2)C2C=CC=CC=2C2C(N(C)C)=CC=CC=2)CCCCC1.[C:38]([O:42][C:43](=[O:45])[CH3:44])([CH3:41])([CH3:40])[CH3:39].Br[C:47]1[CH:56]=[CH:55][C:54]([F:57])=[C:53]2[C:48]=1[CH:49]=[CH:50][N:51]=[CH:52]2, predict the reaction product. (2) The product is: [Br:12][C:7]1[CH:6]=[C:5]([O:8][CH3:9])[C:4]([O:10][CH3:11])=[CH:3][C:2]=1[NH2:1]. Given the reactants [NH2:1][C:2]1[CH:3]=[C:4]([O:10][CH3:11])[C:5]([O:8][CH3:9])=[CH:6][CH:7]=1.[Br-:12].[Br-].[Br-].C([N+](CCCC)(CCCC)CCCC)CCC.C([N+](CCCC)(CCCC)CCCC)CCC.C([N+](CCCC)(CCCC)CCCC)CCC, predict the reaction product. (3) Given the reactants [CH:1]1([C:4]2[C:5]([O:13][C@@H:14]([CH3:19])[C:15]([F:18])([F:17])[F:16])=[CH:6][C:7]([C:10]([OH:12])=O)=[N:8][CH:9]=2)[CH2:3][CH2:2]1.[NH2:20][C:21]1([CH2:25][C:26]([NH:28][CH3:29])=[O:27])[CH2:24][O:23][CH2:22]1, predict the reaction product. The product is: [CH:1]1([C:4]2[C:5]([O:13][C@@H:14]([CH3:19])[C:15]([F:18])([F:17])[F:16])=[CH:6][C:7]([C:10]([NH:20][C:21]3([CH2:25][C:26]([NH:28][CH3:29])=[O:27])[CH2:24][O:23][CH2:22]3)=[O:12])=[N:8][CH:9]=2)[CH2:2][CH2:3]1.